From a dataset of Cav3 T-type calcium channel HTS with 100,875 compounds. Binary Classification. Given a drug SMILES string, predict its activity (active/inactive) in a high-throughput screening assay against a specified biological target. (1) The result is 0 (inactive). The drug is Clc1ccc(CS(=O)(=O)CC(O)COCC=C)cc1. (2) The drug is Clc1ccc(CC(=O)Nc2c(ccc(c2)c2oc3c(n2)nccc3)C)cc1. The result is 0 (inactive).